From a dataset of Full USPTO retrosynthesis dataset with 1.9M reactions from patents (1976-2016). Predict the reactants needed to synthesize the given product. Given the product [OH:1][C:2]1[N:7]=[C:6]([CH2:8][C:9]2[CH:14]=[CH:13][CH:12]=[CH:11][CH:10]=2)[N:5]([CH2:15][C:16]2[CH:21]=[CH:20][CH:19]=[CH:18][CH:17]=2)[C:4](=[O:22])[C:3]=1[C:31]([NH:40][CH2:42][C:43]([OH:45])=[O:44])=[O:52], predict the reactants needed to synthesize it. The reactants are: [OH:1][C:2]1[N:7]=[C:6]([CH2:8][C:9]2[CH:14]=[CH:13][CH:12]=[CH:11][CH:10]=2)[N:5]([CH2:15][C:16]2[CH:21]=[CH:20][CH:19]=[CH:18][CH:17]=2)[C:4](=[O:22])[CH:3]=1.Cl.C1(C[C:31](=[NH:40])NCC2C=CC=CC=2)C=CC=CC=1.C(OCC)(=O)[CH2:42][C:43]([O:45]CC)=[O:44].[O-:52]CC.[Na+].